This data is from Full USPTO retrosynthesis dataset with 1.9M reactions from patents (1976-2016). The task is: Predict the reactants needed to synthesize the given product. (1) Given the product [C:23]1([NH:29][C:2]2[C:3]3[S:22][CH2:21][CH2:20][C:4]=3[N:5]=[C:6]([N:8]3[CH2:13][CH2:12][N:11]([C:14]4[CH:19]=[CH:18][CH:17]=[CH:16][CH:15]=4)[CH2:10][CH2:9]3)[N:7]=2)[CH:28]=[CH:27][CH:26]=[CH:25][CH:24]=1, predict the reactants needed to synthesize it. The reactants are: Cl[C:2]1[C:3]2[S:22][CH2:21][CH2:20][C:4]=2[N:5]=[C:6]([N:8]2[CH2:13][CH2:12][N:11]([C:14]3[CH:19]=[CH:18][CH:17]=[CH:16][CH:15]=3)[CH2:10][CH2:9]2)[N:7]=1.[C:23]1([NH2:29])[CH:28]=[CH:27][CH:26]=[CH:25][CH:24]=1. (2) The reactants are: [N:1]1([C:25]([O:27][C:28]([CH3:31])([CH3:30])[CH3:29])=[O:26])[CH2:6][CH2:5][N:4](C(OCC2C=CC=CC=2)=O)[CH2:3][C@H:2]1[C:17]([O:19][CH:20]1[CH2:24][CH2:23][CH2:22][CH2:21]1)=[O:18]. Given the product [N:1]1([C:25]([O:27][C:28]([CH3:31])([CH3:30])[CH3:29])=[O:26])[CH2:6][CH2:5][NH:4][CH2:3][C@H:2]1[C:17]([O:19][CH:20]1[CH2:24][CH2:23][CH2:22][CH2:21]1)=[O:18], predict the reactants needed to synthesize it. (3) Given the product [Br:1][C:2]1[CH:3]=[C:4]2[C:9](=[CH:10][CH:11]=1)[N:8]([CH3:13])[C:7](=[O:12])[CH2:6][CH2:5]2, predict the reactants needed to synthesize it. The reactants are: [Br:1][C:2]1[CH:3]=[C:4]2[C:9](=[CH:10][CH:11]=1)[NH:8][C:7](=[O:12])[CH2:6][CH2:5]2.[CH3:13]C(C)([O-])C.[K+].CI.Cl. (4) Given the product [NH2:12][CH2:11][C@@H:10]([N:2]([CH3:1])[C:3](=[O:9])[O:4][C:5]([CH3:6])([CH3:8])[CH3:7])[CH2:23][C@@H:24]1[CH2:29][CH2:28][CH2:27][O:26][CH2:25]1, predict the reactants needed to synthesize it. The reactants are: [CH3:1][N:2]([C@@H:10]([CH2:23][C@@H:24]1[CH2:29][CH2:28][CH2:27][O:26][CH2:25]1)[CH2:11][NH:12]C(OCC1C=CC=CC=1)=O)[C:3](=[O:9])[O:4][C:5]([CH3:8])([CH3:7])[CH3:6].[H][H]. (5) Given the product [C:1]([O:5][C:6]([N:8]1[CH2:12][CH2:11][S:10][C@H:9]1[C:13](=[O:15])[NH:49][C:50]1[S:51][CH:52]=[C:53]([C:55]2[CH:56]=[CH:57][C:58]([C:59](=[O:60])[NH:61][CH:62]3[CH2:64][CH2:63]3)=[CH:65][CH:66]=2)[N:54]=1)=[O:7])([CH3:2])([CH3:3])[CH3:4], predict the reactants needed to synthesize it. The reactants are: [C:1]([O:5][C:6]([N:8]1[CH2:12][CH2:11][S:10][C@H:9]1[C:13]([OH:15])=O)=[O:7])([CH3:4])([CH3:3])[CH3:2].CCN(C(C)C)C(C)C.CN(C(ON1N=NC2C=CC=NC1=2)=[N+](C)C)C.F[P-](F)(F)(F)(F)F.[NH2:49][C:50]1[S:51][CH:52]=[C:53]([C:55]2[CH:66]=[CH:65][C:58]([C:59]([NH:61][CH:62]3[CH2:64][CH2:63]3)=[O:60])=[CH:57][CH:56]=2)[N:54]=1.